From a dataset of Peptide-MHC class II binding affinity with 134,281 pairs from IEDB. Regression. Given a peptide amino acid sequence and an MHC pseudo amino acid sequence, predict their binding affinity value. This is MHC class II binding data. (1) The peptide sequence is TPVNIIGRNLLTQIG. The MHC is DRB1_1001 with pseudo-sequence DRB1_1001. The binding affinity (normalized) is 0.374. (2) The peptide sequence is RLKGVTCRPLKHKVE. The MHC is DRB1_0405 with pseudo-sequence DRB1_0405. The binding affinity (normalized) is 0.522. (3) The peptide sequence is WNSGNEWITDFAGKT. The MHC is DRB5_0101 with pseudo-sequence DRB5_0101. The binding affinity (normalized) is 0.